From a dataset of Full USPTO retrosynthesis dataset with 1.9M reactions from patents (1976-2016). Predict the reactants needed to synthesize the given product. Given the product [CH2:24]([O:23][C:21](=[O:22])[CH2:20][N:18]1[N:17]=[N:16][C:15]([C:12]2[CH:11]=[N:10][C:9]([NH2:8])=[N:14][CH:13]=2)=[N:19]1)[CH3:25], predict the reactants needed to synthesize it. The reactants are: C([NH:8][C:9]1[N:14]=[CH:13][C:12]([C:15]2[N:16]=[N:17][N:18]([CH2:20][C:21]([O:23][CH2:24][CH3:25])=[O:22])[N:19]=2)=[CH:11][N:10]=1)C1C=CC=CC=1.[N+]([O-])([O-])=O.[NH4+].[Ce].